Dataset: NCI-60 drug combinations with 297,098 pairs across 59 cell lines. Task: Regression. Given two drug SMILES strings and cell line genomic features, predict the synergy score measuring deviation from expected non-interaction effect. (1) Synergy scores: CSS=43.1, Synergy_ZIP=-5.50, Synergy_Bliss=-3.48, Synergy_Loewe=-3.67, Synergy_HSA=0.805. Cell line: LOX IMVI. Drug 1: CC1C(C(CC(O1)OC2CC(CC3=C2C(=C4C(=C3O)C(=O)C5=C(C4=O)C(=CC=C5)OC)O)(C(=O)C)O)N)O.Cl. Drug 2: CCC1=C2CN3C(=CC4=C(C3=O)COC(=O)C4(CC)O)C2=NC5=C1C=C(C=C5)O. (2) Drug 1: CC(CN1CC(=O)NC(=O)C1)N2CC(=O)NC(=O)C2. Drug 2: C1C(C(OC1N2C=NC(=NC2=O)N)CO)O. Cell line: OVCAR-5. Synergy scores: CSS=26.4, Synergy_ZIP=-3.32, Synergy_Bliss=0.856, Synergy_Loewe=3.32, Synergy_HSA=3.63.